This data is from Reaction yield outcomes from USPTO patents with 853,638 reactions. The task is: Predict the reaction yield, written as a fraction of the theoretical maximum amount of product (1.0 means a 100% yield; for example, 0.34 means a 34% yield). (1) The reactants are BrC1C=CC=CC=1NC(=O)NC1C=C[C:14]([CH2:17][C:18]([OH:20])=[O:19])=[CH:13]C=1OC.CCN=C=N[CH2:29][CH2:30][CH2:31][N:32]([CH3:34])C.Cl.O.[CH2:37]1[CH2:41][O:40][CH2:39][CH2:38]1. No catalyst specified. The product is [O:40]([C:41]1[CH:37]=[CH:38][CH:13]=[CH:14][C:17]=1[C:18]([O:20][N:32]1[CH2:31][CH2:30][CH2:29][CH2:34]1)=[O:19])[CH3:39]. The yield is 0.890. (2) The reactants are C1(P(C2C=CC=CC=2)C2C=CC=CC=2)C=CC=CC=1.[CH2:20]([C:22]1[CH:23]=[CH:24][C:25]([O:36][CH:37]([CH3:41])[CH2:38][CH2:39][OH:40])=[C:26]([C:28]([C:30]2[CH:35]=[CH:34][CH:33]=[CH:32][CH:31]=2)=[O:29])[CH:27]=1)[CH3:21].[CH2:42]([O:44][C:45](=[O:55])[CH2:46][O:47][C:48]1[CH:53]=[CH:52][C:51](O)=[CH:50][CH:49]=1)[CH3:43].CCOC(/N=N/C(OCC)=O)=O. The catalyst is C1(C)C=CC=CC=1. The product is [CH2:42]([O:44][C:45](=[O:55])[CH2:46][O:47][C:48]1[CH:53]=[CH:52][C:51]([O:40][CH2:39][CH2:38][CH:37]([O:36][C:25]2[CH:24]=[CH:23][C:22]([CH2:20][CH3:21])=[CH:27][C:26]=2[C:28](=[O:29])[C:30]2[CH:31]=[CH:32][CH:33]=[CH:34][CH:35]=2)[CH3:41])=[CH:50][CH:49]=1)[CH3:43]. The yield is 0.610. (3) The catalyst is C(Cl)(Cl)Cl. The product is [C:1]([O:5][C:6](=[O:32])[NH:7][CH2:8][CH2:9][CH2:10][N:11]([CH:12]([C:15]1[N:20]([CH2:21][C:22]2[CH:27]=[CH:26][CH:25]=[CH:24][CH:23]=2)[C:19](=[O:28])[C:18]2=[CH:29][CH:30]=[CH:31][N:17]2[N:16]=1)[CH2:13][CH3:14])[C:38](=[O:39])[C:37]1[CH:41]=[CH:42][C:34]([Cl:33])=[CH:35][CH:36]=1)([CH3:2])([CH3:3])[CH3:4]. The reactants are [C:1]([O:5][C:6](=[O:32])[NH:7][CH2:8][CH2:9][CH2:10][NH:11][CH:12]([C:15]1[N:20]([CH2:21][C:22]2[CH:27]=[CH:26][CH:25]=[CH:24][CH:23]=2)[C:19](=[O:28])[C:18]2=[CH:29][CH:30]=[CH:31][N:17]2[N:16]=1)[CH2:13][CH3:14])([CH3:4])([CH3:3])[CH3:2].[Cl:33][C:34]1[CH:42]=[CH:41][C:37]([C:38](Cl)=[O:39])=[CH:36][CH:35]=1.C(N(CC)CC)C. The yield is 0.523. (4) The reactants are [H-].[Al+3].[Li+].[H-].[H-].[H-].[C:7]1([C:19](OCC)=[O:20])[CH:8]=[N:9][N:10]2[CH:15]=[CH:14][C:13]3[O:16][CH2:17][CH2:18][C:12]=3[C:11]=12.O.O.O.O.O.O.O.O.O.O.S([O-])([O-])(=O)=O.[Na+].[Na+]. The catalyst is O1CCCC1. The product is [C:7]1([CH2:19][OH:20])[CH:8]=[N:9][N:10]2[CH:15]=[CH:14][C:13]3[O:16][CH2:17][CH2:18][C:12]=3[C:11]=12. The yield is 0.830. (5) The reactants are [NH2:1][C:2]1[CH:7]=[CH:6][C:5]([Br:8])=[CH:4][N:3]=1.[C:9](O[C:9]([O:11][C:12]([CH3:15])([CH3:14])[CH3:13])=[O:10])([O:11][C:12]([CH3:15])([CH3:14])[CH3:13])=[O:10]. The catalyst is C1COCC1. The product is [Br:8][C:5]1[CH:6]=[CH:7][C:2]([NH:1][C:9]([O:11][C:12]([CH3:15])([CH3:14])[CH3:13])=[O:10])=[N:3][CH:4]=1. The yield is 0.800.